This data is from NCI-60 drug combinations with 297,098 pairs across 59 cell lines. The task is: Regression. Given two drug SMILES strings and cell line genomic features, predict the synergy score measuring deviation from expected non-interaction effect. (1) Drug 1: C1=NC2=C(N1)C(=S)N=C(N2)N. Drug 2: C1CNP(=O)(OC1)N(CCCl)CCCl. Cell line: HL-60(TB). Synergy scores: CSS=56.0, Synergy_ZIP=-4.75, Synergy_Bliss=-15.9, Synergy_Loewe=-55.7, Synergy_HSA=-14.1. (2) Drug 1: CNC(=O)C1=CC=CC=C1SC2=CC3=C(C=C2)C(=NN3)C=CC4=CC=CC=N4. Drug 2: CC1=C(C(CCC1)(C)C)C=CC(=CC=CC(=CC(=O)O)C)C. Cell line: CCRF-CEM. Synergy scores: CSS=23.3, Synergy_ZIP=3.28, Synergy_Bliss=9.16, Synergy_Loewe=10.6, Synergy_HSA=10.6. (3) Drug 1: C1C(C(OC1N2C=NC(=NC2=O)N)CO)O. Drug 2: C(CCl)NC(=O)N(CCCl)N=O. Cell line: OVCAR-8. Synergy scores: CSS=10.5, Synergy_ZIP=-3.30, Synergy_Bliss=-4.31, Synergy_Loewe=-3.83, Synergy_HSA=-2.00.